This data is from Reaction yield outcomes from USPTO patents with 853,638 reactions. The task is: Predict the reaction yield, written as a fraction of the theoretical maximum amount of product (1.0 means a 100% yield; for example, 0.34 means a 34% yield). (1) The reactants are C1(S([N:10]2[C:14]3=[N:15][CH:16]=[C:17]([F:19])[CH:18]=[C:13]3[CH:12]=[C:11]2[C:20]([C:28]2[CH:33]=[CH:32][C:31]([S:34]([CH3:37])(=[O:36])=[O:35])=[CH:30][CH:29]=2)=[CH:21][CH:22]2[CH2:27][CH2:26][O:25][CH2:24][CH2:23]2)(=O)=O)C=CC=CC=1.[F-].C([N+](CCCC)(CCCC)CCCC)CCC.O1CCCC1. The catalyst is [Cl-].[Na+].O. The product is [F:19][C:17]1[CH:18]=[C:13]2[CH:12]=[C:11](/[C:20](/[C:28]3[CH:33]=[CH:32][C:31]([S:34]([CH3:37])(=[O:36])=[O:35])=[CH:30][CH:29]=3)=[CH:21]/[CH:22]3[CH2:27][CH2:26][O:25][CH2:24][CH2:23]3)[NH:10][C:14]2=[N:15][CH:16]=1. The yield is 1.00. (2) The reactants are N1([C:6](N2C=CN=C2)=[O:7])C=CN=C1.[CH2:13]([CH:15]([CH2:18][CH3:19])[CH2:16][OH:17])[CH3:14].[CH3:20][S:21]([C:24]1[CH:29]=[CH:28][C:27]([N:30]2[C:34]3=[N:35][CH:36]=[N:37][C:38]([O:39][CH:40]4[CH2:45][CH2:44][NH:43][CH2:42][CH2:41]4)=[C:33]3[CH:32]=[N:31]2)=[CH:26][CH:25]=1)(=[O:23])=[O:22].C(N(CC)CC)C. The catalyst is CS(C)=O. The product is [CH2:13]([CH:15]([CH2:18][CH3:19])[CH2:16][O:17][C:6]([N:43]1[CH2:44][CH2:45][CH:40]([O:39][C:38]2[N:37]=[CH:36][N:35]=[C:34]3[N:30]([C:27]4[CH:28]=[CH:29][C:24]([S:21]([CH3:20])(=[O:22])=[O:23])=[CH:25][CH:26]=4)[N:31]=[CH:32][C:33]=23)[CH2:41][CH2:42]1)=[O:7])[CH3:14]. The yield is 0.360. (3) The reactants are [NH2:1][CH2:2][C:3]1[CH:8]=[CH:7][C:6]([C:9]2[C:14]([CH3:15])=[CH:13][CH:12]=[C:11]([NH:16][C:17]([C:19]3([C:22]4[CH:30]=[CH:29][C:25]5[O:26][CH2:27][O:28][C:24]=5[CH:23]=4)[CH2:21][CH2:20]3)=[O:18])[CH:10]=2)=[CH:5][CH:4]=1.[C:31](Cl)(=[O:34])[CH2:32][CH3:33].CCN(CC)CC. The catalyst is ClCCl. The product is [O:26]1[C:25]2[CH:29]=[CH:30][C:22]([C:19]3([C:17]([NH:16][C:11]4[CH:10]=[C:9]([C:6]5[CH:5]=[CH:4][C:3]([CH2:2][NH:1][C:31](=[O:34])[CH2:32][CH3:33])=[CH:8][CH:7]=5)[C:14]([CH3:15])=[CH:13][CH:12]=4)=[O:18])[CH2:20][CH2:21]3)=[CH:23][C:24]=2[O:28][CH2:27]1. The yield is 0.280. (4) The reactants are [CH3:1][C:2]1[N:10]([C:11]([C:13]2[CH:14]=[CH:15][C:16]([Cl:19])=[CH:17][CH:18]=2)=[O:12])[C:9]2[CH:8]=[CH:7][C:6]([O:20][CH3:21])=[CH:5][C:4]=2[C:3]=1[CH2:22][C:23]([OH:25])=O.C(N[CH:34]([NH2:38])[CH2:35][CH2:36][CH3:37])(OC(C)(C)C)=O.Cl.C([N:42]=C=NCCCN(C)C)C.ON1C2C=CC=CC=2N=N1.CN(C1C=CC=CN=1)C.CCN(C(C)C)C(C)C.Cl. The catalyst is ClCCl.CN(C)C=O. The product is [ClH:19].[NH2:42][CH2:37][CH2:36][CH2:35][CH2:34][NH:38][C:23](=[O:25])[CH2:22][C:3]1[C:4]2[C:9](=[CH:8][CH:7]=[C:6]([O:20][CH3:21])[CH:5]=2)[N:10]([C:11](=[O:12])[C:13]2[CH:14]=[CH:15][C:16]([Cl:19])=[CH:17][CH:18]=2)[C:2]=1[CH3:1]. The yield is 0.980. (5) The product is [NH2:26][C:22]1[C:23]([Cl:25])=[CH:24][C:19]([C:18]([NH:17][CH2:16][C@H:12]2[CH2:11][N:10]([CH2:9][CH2:8][CH2:7][CH2:6][CH2:5][C:4]([O:3][C@@H:1]3[CH:35]4[CH2:36][CH2:37][N:32]([CH2:33][CH2:34]4)[CH2:2]3)=[O:31])[CH2:15][CH2:14][O:13]2)=[O:30])=[C:20]([O:27][CH2:28][CH3:29])[CH:21]=1. The catalyst is C1(C)C=CC=CC=1.ClCCl.CCO.CCO.CCO.CCO.[Ti]. The yield is 0.0913. The reactants are [CH2:1]([O:3][C:4](=[O:31])[CH2:5][CH2:6][CH2:7][CH2:8][CH2:9][N:10]1[CH2:15][CH2:14][O:13][C@@H:12]([CH2:16][NH:17][C:18](=[O:30])[C:19]2[CH:24]=[C:23]([Cl:25])[C:22]([NH2:26])=[CH:21][C:20]=2[O:27][CH2:28][CH3:29])[CH2:11]1)[CH3:2].[N:32]12CC[CH:35]([CH2:36][CH2:37]1)[CH:34](O)[CH2:33]2. (6) The reactants are [C:1]([C:3]1[C:4]([S:20][CH2:21][C:22]([NH2:24])=[O:23])=[N:5][C:6]([S:18][CH3:19])=[N:7][C:8]=1[C:9]1[CH:14]=[CH:13][CH:12]=[C:11]([N+:15]([O-:17])=[O:16])[CH:10]=1)#[N:2].CC[O-].[Na+].Cl. The catalyst is C(O)C. The product is [NH2:2][C:1]1[C:3]2[C:8]([C:9]3[CH:14]=[CH:13][CH:12]=[C:11]([N+:15]([O-:17])=[O:16])[CH:10]=3)=[N:7][C:6]([S:18][CH3:19])=[N:5][C:4]=2[S:20][C:21]=1[C:22]([NH2:24])=[O:23]. The yield is 0.600.